This data is from Forward reaction prediction with 1.9M reactions from USPTO patents (1976-2016). The task is: Predict the product of the given reaction. (1) Given the reactants [CH2:1]([O:3][C:4](=[O:20])[CH2:5][C:6]1[CH:11]=[CH:10][C:9]([N+:12]([O-])=O)=[C:8]([O:15][CH2:16][CH:17]2[CH2:19][CH2:18]2)[CH:7]=1)[CH3:2], predict the reaction product. The product is: [CH2:1]([O:3][C:4](=[O:20])[CH2:5][C:6]1[CH:11]=[CH:10][C:9]([NH2:12])=[C:8]([O:15][CH2:16][CH:17]2[CH2:18][CH2:19]2)[CH:7]=1)[CH3:2]. (2) Given the reactants C(OC(=O)[NH:7][C@H:8]([C:16](=[O:23])[NH:17][C:18]1[S:19][CH:20]=[CH:21][N:22]=1)[CH2:9][CH:10]1[CH2:15][CH2:14][CH2:13][CH2:12][CH2:11]1)(C)(C)C, predict the reaction product. The product is: [NH2:7][C@@H:8]([CH2:9][CH:10]1[CH2:15][CH2:14][CH2:13][CH2:12][CH2:11]1)[C:16]([NH:17][C:18]1[S:19][CH:20]=[CH:21][N:22]=1)=[O:23]. (3) Given the reactants [CH2:1]1[N:6]([C:7]([O:9][C:10]([CH3:13])([CH3:12])[CH3:11])=[O:8])[C@H:5]([C:14]([O:16]C)=O)[CH2:4][N:3]2[CH2:18][CH2:19][CH2:20][C@H:2]12.O.[OH-].[Li+].Cl.[NH:25]1[C:33]2[C:28](=[CH:29][CH:30]=[CH:31][CH:32]=2)[CH2:27][CH2:26]1.Cl.C(N=C=NCCCN(C)C)C.ON1C2C=CC=CC=2N=N1, predict the reaction product. The product is: [N:25]1([C:14]([C@@H:5]2[CH2:4][N:3]3[CH2:18][CH2:19][CH2:20][C@@H:2]3[CH2:1][N:6]2[C:7]([O:9][C:10]([CH3:13])([CH3:11])[CH3:12])=[O:8])=[O:16])[C:33]2[C:28](=[CH:29][CH:30]=[CH:31][CH:32]=2)[CH2:27][CH2:26]1. (4) Given the reactants Br[C:2]1[CH:3]=[C:4]([C:8]([OH:10])=O)[S:5][C:6]=1Br.CC([N:15]([CH2:19][C@H:20]([NH2:27])[C:21]1[CH:26]=[CH:25][CH:24]=[CH:23][CH:22]=1)C(=O)[O-])(C)C.C[C:29]([N:32]([CH2:36][CH2:37][CH:38]([NH2:46])CC1C=CC=CC=1)C(=O)[O-])(C)C, predict the reaction product. The product is: [NH2:15][CH2:19][C@H:20]([NH:27][C:8]([C:4]1[S:5][CH:6]=[C:2]([C:36]2[N:32]([CH3:29])[N:46]=[CH:38][CH:37]=2)[CH:3]=1)=[O:10])[C:21]1[CH:22]=[CH:23][CH:24]=[CH:25][CH:26]=1.